Dataset: Catalyst prediction with 721,799 reactions and 888 catalyst types from USPTO. Task: Predict which catalyst facilitates the given reaction. (1) Reactant: C(OC(=O)[NH:7][CH2:8][CH2:9][CH2:10][NH:11][C:12]([C@H:14]1[C@H:18]([C:19]2[CH:24]=[CH:23][CH:22]=[C:21]([Cl:25])[CH:20]=2)[C@:17]([C:28]2[CH:33]=[CH:32][C:31]([Cl:34])=[CH:30][CH:29]=2)([C:26]#[N:27])[C@H:16]([CH2:35][C:36]([CH3:39])([CH3:38])[CH3:37])[NH:15]1)=[O:13])(C)(C)C.FC(F)(F)C(O)=O. Product: [NH2:7][CH2:8][CH2:9][CH2:10][NH:11][C:12]([CH:14]1[CH:18]([C:19]2[CH:24]=[CH:23][CH:22]=[C:21]([Cl:25])[CH:20]=2)[C:17]([C:28]2[CH:33]=[CH:32][C:31]([Cl:34])=[CH:30][CH:29]=2)([C:26]#[N:27])[CH:16]([CH2:35][C:36]([CH3:39])([CH3:38])[CH3:37])[NH:15]1)=[O:13]. The catalyst class is: 4. (2) Reactant: [Cl:1][C:2]1[C:10]2[N:9]=[C:8]3[N:11]([C:16]4[C:21]([Cl:22])=[CH:20][C:19]([Cl:23])=[CH:18][N:17]=4)[CH2:12][CH2:13][CH2:14][CH2:15][N:7]3[C:6]=2[C:5]([CH2:24][OH:25])=[CH:4][CH:3]=1.[CH3:26][C:27](OI1(OC(C)=O)(OC(C)=O)OC(=O)C2C=CC=CC1=2)=O.C([Mg]Br)C.C(OCC)C. Product: [Cl:1][C:2]1[C:10]2[N:9]=[C:8]3[N:11]([C:16]4[C:21]([Cl:22])=[CH:20][C:19]([Cl:23])=[CH:18][N:17]=4)[CH2:12][CH2:13][CH2:14][CH2:15][N:7]3[C:6]=2[C:5]([CH:24]([OH:25])[CH2:26][CH3:27])=[CH:4][CH:3]=1. The catalyst class is: 115. (3) Reactant: [C:1]([C:3]1[C:12]2[C:7](=[CH:8][C:9]([O:13][C:14]3[CH:19]=[CH:18][CH:17]=[CH:16][C:15]=3[CH3:20])=[CH:10][CH:11]=2)[C:6]([OH:21])=[C:5]([C:22](OCCCC)=[O:23])[N:4]=1)#[N:2].OC(C(F)(F)F)=O.[NH2:36][CH2:37][C:38]([CH3:43])([CH3:42])[C:39]([OH:41])=[O:40].C[O-].[Na+]. Product: [C:1]([C:3]1[C:12]2[C:7](=[CH:8][C:9]([O:13][C:14]3[CH:19]=[CH:18][CH:17]=[CH:16][C:15]=3[CH3:20])=[CH:10][CH:11]=2)[C:6]([OH:21])=[C:5]([C:22]([NH:36][CH2:37][C:38]([CH3:43])([CH3:42])[C:39]([OH:41])=[O:40])=[O:23])[N:4]=1)#[N:2]. The catalyst class is: 14. (4) Reactant: C(O[C:4]([C:6]1[CH:7]=[N:8][C:9]2[C:14]([C:15]=1Cl)=[CH:13][CH:12]=[CH:11][CH:10]=2)=[O:5])C.[NH:17]([C:19]1[CH:27]=[CH:26][C:22]([C:23]([OH:25])=[O:24])=[CH:21][CH:20]=1)[NH2:18].CCCCCCC. Product: [O:5]=[C:4]1[C:6]2=[CH:7][NH:8][C:9]3[CH:10]=[CH:11][CH:12]=[CH:13][C:14]=3[C:15]2=[N:18][N:17]1[C:19]1[CH:20]=[CH:21][C:22]([C:23]([OH:25])=[O:24])=[CH:26][CH:27]=1. The catalyst class is: 51. (5) Reactant: C([O:8][C:9]1[CH:29]=[CH:28][C:12]([O:13][CH2:14][CH:15]2[CH2:20][CH2:19][N:18]([C:21]([O:23][C:24]([CH3:27])([CH3:26])[CH3:25])=[O:22])[CH2:17][CH2:16]2)=[CH:11][CH:10]=1)C1C=CC=CC=1. Product: [OH:8][C:9]1[CH:10]=[CH:11][C:12]([O:13][CH2:14][CH:15]2[CH2:16][CH2:17][N:18]([C:21]([O:23][C:24]([CH3:25])([CH3:26])[CH3:27])=[O:22])[CH2:19][CH2:20]2)=[CH:28][CH:29]=1. The catalyst class is: 29. (6) Reactant: [C:1]([NH:9][C:10]1[C:15](F)=[CH:14][N:13]([C@:17]2([SeH:48])[S:21][C@@H:20]([CH2:22][O:23][Si:24]([C:37]([CH3:40])([CH3:39])[CH3:38])([C:31]3[CH:36]=[CH:35][CH:34]=[CH:33][CH:32]=3)[C:25]3[CH:30]=[CH:29][CH:28]=[CH:27][CH:26]=3)[CH2:19][C@:18]2([F:47])[C:41]2[CH:46]=[CH:45][CH:44]=[CH:43][CH:42]=2)[C:12](=[O:49])[N:11]=1)(=[O:8])[C:2]1[CH:7]=[CH:6][CH:5]=[CH:4][CH:3]=1.C([O-])(=O)C. Product: [C:1]([NH:9][C:10]1[CH:15]=[CH:14][N:13]([C@:17]2([SeH:48])[S:21][C@@H:20]([CH2:22][O:23][Si:24]([C:37]([CH3:40])([CH3:39])[CH3:38])([C:25]3[CH:26]=[CH:27][CH:28]=[CH:29][CH:30]=3)[C:31]3[CH:36]=[CH:35][CH:34]=[CH:33][CH:32]=3)[CH2:19][C@:18]2([F:47])[C:41]2[CH:42]=[CH:43][CH:44]=[CH:45][CH:46]=2)[C:12](=[O:49])[N:11]=1)(=[O:8])[C:2]1[CH:7]=[CH:6][CH:5]=[CH:4][CH:3]=1. The catalyst class is: 2. (7) Reactant: [CH2:1]([O:8][C:9]([N:11]1[CH2:16][CH2:15][CH:14]([CH:17]([N:23]2[CH2:28][CH2:27][N:26](C(OC(C)(C)C)=O)[CH2:25][C:24]2=[O:36])[CH2:18][C:19]([O:21][CH3:22])=[O:20])[CH2:13][CH2:12]1)=[O:10])[C:2]1[CH:7]=[CH:6][CH:5]=[CH:4][CH:3]=1.Cl. Product: [CH2:1]([O:8][C:9]([N:11]1[CH2:16][CH2:15][CH:14]([CH:17]([N:23]2[CH2:28][CH2:27][NH:26][CH2:25][C:24]2=[O:36])[CH2:18][C:19]([O:21][CH3:22])=[O:20])[CH2:13][CH2:12]1)=[O:10])[C:2]1[CH:7]=[CH:6][CH:5]=[CH:4][CH:3]=1. The catalyst class is: 13. (8) Reactant: [C:1]([C:3]1[CH:18]=[CH:17][C:6]([CH:7]=[C:8]([C:14](=O)[CH3:15])[C:9]([O:11][CH2:12][CH3:13])=[O:10])=[CH:5][CH:4]=1)#[N:2].[CH3:19][O:20][C:21]1[NH:25][N:24]=[C:23]([NH2:26])[N:22]=1.C(=O)(O)[O-].[Na+]. Product: [C:1]([C:3]1[CH:18]=[CH:17][C:6]([CH:7]2[N:24]3[N:25]=[C:21]([O:20][CH3:19])[N:22]=[C:23]3[NH:26][C:14]([CH3:15])=[C:8]2[C:9]([O:11][CH2:12][CH3:13])=[O:10])=[CH:5][CH:4]=1)#[N:2]. The catalyst class is: 3. (9) Reactant: [I:1][C:2]1[C:10]2[C:5](=[CH:6][CH:7]=[C:8]([CH:11]3[CH2:16][CH2:15][N:14]([C:17]([O:19][C:20]([CH3:23])([CH3:22])[CH3:21])=[O:18])[CH2:13][CH2:12]3)[CH:9]=2)[NH:4][N:3]=1. Product: [C:20]([O:19][C:17]([N:14]1[CH2:15][CH2:16][CH:11]([C:8]2[CH:9]=[C:10]3[C:5](=[CH:6][CH:7]=2)[N:4]([C:17]([O:19][C:20]([CH3:23])([CH3:22])[CH3:21])=[O:18])[N:3]=[C:2]3[I:1])[CH2:12][CH2:13]1)=[O:18])([CH3:23])([CH3:22])[CH3:21]. The catalyst class is: 10.